Dataset: Forward reaction prediction with 1.9M reactions from USPTO patents (1976-2016). Task: Predict the product of the given reaction. Given the reactants [CH:1]1[C:15]2=[C:16]3[C:8]([C:9]4[C:14]2=[CH:13][CH:12]=[CH:11][CH:10]=4)=[CH:7][CH:6]=[CH:5][C:4]3=[C:3](B(O)O)[CH:2]=1.[Br:20][C:21]1[CH:26]=[CH:25][C:24](I)=[CH:23][CH:22]=1.C(=O)([O-])[O-].[Na+].[Na+], predict the reaction product. The product is: [Br:20][C:21]1[CH:26]=[CH:25][C:24]([C:5]2[CH:6]=[CH:7][C:8]3[C:9]4[C:14]([C:15]5[C:16]=3[C:4]=2[CH:3]=[CH:2][CH:1]=5)=[CH:13][CH:12]=[CH:11][CH:10]=4)=[CH:23][CH:22]=1.